Dataset: Catalyst prediction with 721,799 reactions and 888 catalyst types from USPTO. Task: Predict which catalyst facilitates the given reaction. (1) Reactant: C([O:5][C:6]([C:8]1[CH:9]=[C:10]([C:26]([NH:28][CH2:29][C:30]2[CH:35]=[CH:34][C:33]([S:36]([CH3:39])(=[O:38])=[O:37])=[CH:32][CH:31]=2)=[O:27])[C:11](=[O:25])[N:12]([C:15]2[CH:20]=[CH:19][CH:18]=[C:17]([C:21]([F:24])([F:23])[F:22])[CH:16]=2)[C:13]=1[CH3:14])=[CH2:7])CCC.C(=O)([O-])O.[Na+]. Product: [C:6]([C:8]1[CH:9]=[C:10]([C:26]([NH:28][CH2:29][C:30]2[CH:35]=[CH:34][C:33]([S:36]([CH3:39])(=[O:38])=[O:37])=[CH:32][CH:31]=2)=[O:27])[C:11](=[O:25])[N:12]([C:15]2[CH:20]=[CH:19][CH:18]=[C:17]([C:21]([F:24])([F:23])[F:22])[CH:16]=2)[C:13]=1[CH3:14])(=[O:5])[CH3:7]. The catalyst class is: 33. (2) Reactant: [Br:1][C:2]1[CH:7]=[C:6]([NH:8][CH3:9])[C:5]([NH2:10])=[CH:4][CH:3]=1.[C:11](O)(=O)[CH:12]([CH3:14])[CH3:13].CN(C(ON1N=NC2C=CC=NC1=2)=[N+](C)C)C.F[P-](F)(F)(F)(F)F.[Cl-].[Cl-].[Ca+2].C(N(CC)C(C)C)(C)C. Product: [Br:1][C:2]1[CH:3]=[CH:4][C:5]2[N:10]=[C:11]([CH:12]([CH3:14])[CH3:13])[N:8]([CH3:9])[C:6]=2[CH:7]=1. The catalyst class is: 3. (3) Reactant: [Br:1][C:2]1[CH:27]=[CH:26][C:5]2[C:6](=[O:25])[N:7]=[C:8]([C:10]3[CH:15]=[C:14]([CH2:16][CH2:17][C:18]([O:20]C(C)(C)C)=[O:19])[CH:13]=[CH:12][N:11]=3)[S:9][C:4]=2[CH:3]=1. Product: [Br:1][C:2]1[CH:27]=[CH:26][C:5]2[C:6](=[O:25])[N:7]=[C:8]([C:10]3[CH:15]=[C:14]([CH2:16][CH2:17][C:18]([OH:20])=[O:19])[CH:13]=[CH:12][N:11]=3)[S:9][C:4]=2[CH:3]=1. The catalyst class is: 55. (4) Reactant: [C:1]([C:4]1[CH:9]=[CH:8][C:7]([S:10]([NH:13][C:14]([CH3:19])([CH3:18])[C:15]([OH:17])=O)(=[O:12])=[O:11])=[CH:6][CH:5]=1)(=[O:3])[CH3:2].[OH:20][C:21]12[CH2:30][CH:25]3[CH2:26][CH:27]([CH2:29][CH:23]([CH:24]3[NH2:31])[CH2:22]1)[CH2:28]2.F[P-](F)(F)(F)(F)F.N1(O[P+](N(C)C)(N(C)C)N(C)C)C2C=CC=CC=2N=N1.CCN(C(C)C)C(C)C. Product: [C:1]([C:4]1[CH:5]=[CH:6][C:7]([S:10]([NH:13][C:14]([CH3:19])([CH3:18])[C:15]([NH:31][CH:24]2[CH:23]3[CH2:29][CH:27]4[CH2:28][C:21]([OH:20])([CH2:30][CH:25]2[CH2:26]4)[CH2:22]3)=[O:17])(=[O:11])=[O:12])=[CH:8][CH:9]=1)(=[O:3])[CH3:2]. The catalyst class is: 2. (5) Reactant: COC([C:5]1[O:6][C:7]2[CH:13]=[C:12]([O:14][C:15]3[S:16][C:17]4[C:18]([N:23]=3)=[N:19][CH:20]=[CH:21][CH:22]=4)[CH:11]=[CH:10][C:8]=2[CH:9]=1)=O.CC(C[AlH]CC(C)C)C.[C@H](O)(C([O-])=O)[C@@H](O)[C:35]([O-])=[O:36].[Na+].[K+]. Product: [S:16]1[C:17]2[C:18](=[N:19][CH:20]=[CH:21][CH:22]=2)[N:23]=[C:15]1[O:14][C:12]1[CH:11]=[CH:10][C:8]2[C:9]([CH2:35][OH:36])=[CH:5][O:6][C:7]=2[CH:13]=1. The catalyst class is: 2.